This data is from Reaction yield outcomes from USPTO patents with 853,638 reactions. The task is: Predict the reaction yield, written as a fraction of the theoretical maximum amount of product (1.0 means a 100% yield; for example, 0.34 means a 34% yield). (1) The reactants are [CH3:1][N:2]([CH3:25])[C:3]1[CH:8]=[CH:7][C:6]([CH2:9][CH2:10][O:11][C:12]2[CH:24]=[CH:23][C:15]([C:16]([NH:18][CH2:19][C:20]([OH:22])=[O:21])=O)=[CH:14][CH:13]=2)=[CH:5][CH:4]=1.[F:26][C:27]([F:38])([F:37])[O:28][C:29]1[CH:36]=[CH:35][C:32]([CH:33]=O)=[CH:31][CH:30]=1.C([O-])(=O)C.[Na+].C(OC(=O)C)(=O)C.C(=O)([O-])O.[Na+]. The catalyst is C(O)C.CCCCCC. The product is [CH3:25][N:2]([CH3:1])[C:3]1[CH:8]=[CH:7][C:6]([CH2:9][CH2:10][O:11][C:12]2[CH:13]=[CH:14][C:15]([C:16]3[O:21][C:20](=[O:22])/[C:19](=[CH:33]/[C:32]4[CH:35]=[CH:36][C:29]([O:28][C:27]([F:26])([F:37])[F:38])=[CH:30][CH:31]=4)/[N:18]=3)=[CH:23][CH:24]=2)=[CH:5][CH:4]=1. The yield is 0.700. (2) The reactants are [CH3:1][NH:2][C@@H:3]1[C:8]2[CH:9]=[CH:10][CH:11]=[CH:12][C:7]=2[C@H:6]([C:13]2[CH:14]=[CH:15][C:16]([Cl:20])=[C:17]([Cl:19])[CH:18]=2)[CH2:5][CH2:4]1.C([O-])(=O)C(C1C=CC=CC=1)O.[ClH:32].CC(N(C)C)=O. The catalyst is C(C(C)=O)C(C)C. The product is [CH3:1][NH:2][C@@H:3]1[C:8]2[CH:9]=[CH:10][CH:11]=[CH:12][C:7]=2[C@H:6]([C:13]2[CH:14]=[CH:15][C:16]([Cl:20])=[C:17]([Cl:19])[CH:18]=2)[CH2:5][CH2:4]1.[ClH:32]. The yield is 0.940. (3) The reactants are S(=O)(=O)(O)O.[NH2:6][C:7]1[N:12]=[CH:11]C(C#N)=[CH:9][C:8]=1[C:15]([F:18])([F:17])[F:16].C(=O)(O)[O-].[Na+].[C:24]([O:27][CH2:28]C)(=[O:26])[CH3:25]. The catalyst is CO. The product is [NH2:6][C:7]1[N:12]=[CH:11][C:25]([C:24]([O:27][CH3:28])=[O:26])=[CH:9][C:8]=1[C:15]([F:18])([F:17])[F:16]. The yield is 0.490. (4) The reactants are [H-].[Al+3].[Li+].[H-].[H-].[H-].CCOCC.[Cl-].[Cl-].[Cl-].[Al+3].[Cl:16][C:17]1[CH:18]=[C:19]([OH:28])[CH:20]=[CH:21][C:22]=1[CH:23]=[CH:24][N+:25]([O-])=O.Cl. The catalyst is C1COCC1.O. The product is [NH2:25][CH2:24][CH2:23][C:22]1[CH:21]=[CH:20][C:19]([OH:28])=[CH:18][C:17]=1[Cl:16]. The yield is 0.810.